Dataset: NCI-60 drug combinations with 297,098 pairs across 59 cell lines. Task: Regression. Given two drug SMILES strings and cell line genomic features, predict the synergy score measuring deviation from expected non-interaction effect. (1) Drug 1: CCCS(=O)(=O)NC1=C(C(=C(C=C1)F)C(=O)C2=CNC3=C2C=C(C=N3)C4=CC=C(C=C4)Cl)F. Drug 2: CC1=C(N=C(N=C1N)C(CC(=O)N)NCC(C(=O)N)N)C(=O)NC(C(C2=CN=CN2)OC3C(C(C(C(O3)CO)O)O)OC4C(C(C(C(O4)CO)O)OC(=O)N)O)C(=O)NC(C)C(C(C)C(=O)NC(C(C)O)C(=O)NCCC5=NC(=CS5)C6=NC(=CS6)C(=O)NCCC[S+](C)C)O. Cell line: NCI-H460. Synergy scores: CSS=2.08, Synergy_ZIP=-9.83, Synergy_Bliss=-18.9, Synergy_Loewe=-46.7, Synergy_HSA=-20.2. (2) Drug 1: CN1C2=C(C=C(C=C2)N(CCCl)CCCl)N=C1CCCC(=O)O.Cl. Drug 2: C1C(C(OC1N2C=NC3=C2NC=NCC3O)CO)O. Cell line: COLO 205. Synergy scores: CSS=19.7, Synergy_ZIP=-3.85, Synergy_Bliss=0.849, Synergy_Loewe=1.54, Synergy_HSA=2.00. (3) Drug 1: C#CCC(CC1=CN=C2C(=N1)C(=NC(=N2)N)N)C3=CC=C(C=C3)C(=O)NC(CCC(=O)O)C(=O)O. Drug 2: CS(=O)(=O)OCCCCOS(=O)(=O)C. Cell line: UO-31. Synergy scores: CSS=-2.90, Synergy_ZIP=-0.0506, Synergy_Bliss=-2.85, Synergy_Loewe=-3.84, Synergy_HSA=-4.82. (4) Drug 1: CS(=O)(=O)C1=CC(=C(C=C1)C(=O)NC2=CC(=C(C=C2)Cl)C3=CC=CC=N3)Cl. Drug 2: CC1=C2C(C(=O)C3(C(CC4C(C3C(C(C2(C)C)(CC1OC(=O)C(C(C5=CC=CC=C5)NC(=O)OC(C)(C)C)O)O)OC(=O)C6=CC=CC=C6)(CO4)OC(=O)C)O)C)O. Cell line: MALME-3M. Synergy scores: CSS=30.8, Synergy_ZIP=0.234, Synergy_Bliss=0.750, Synergy_Loewe=-10.9, Synergy_HSA=0.0616.